Task: Predict the product of the given reaction.. Dataset: Forward reaction prediction with 1.9M reactions from USPTO patents (1976-2016) Given the reactants [NH2:1][C:2]1[C:7]([Br:8])=[CH:6][C:5]([C:9]([F:12])([F:11])[F:10])=[CH:4][N:3]=1.Cl[C:14]1[C:15]2N(C=C(C(O)=O)N=2)C=C(C(F)(F)F)[CH:19]=1.CCN=C=NCCCN(C)C.Cl.C1C=CC2N(O)N=NC=2C=1.[Cl:52][C:53]1[CH:54]=[C:55]([CH:61]=[CH:62][C:63]=1[C:64](=[N:66][OH:67])[NH2:65])[C:56]([O:58][CH2:59][CH3:60])=[O:57], predict the reaction product. The product is: [Br:8][C:7]1[C:2]2[N:3]([CH:19]=[C:14]([C:15]3[O:67][N:66]=[C:64]([C:63]4[CH:62]=[CH:61][C:55]([C:56]([O:58][CH2:59][CH3:60])=[O:57])=[CH:54][C:53]=4[Cl:52])[N:65]=3)[N:1]=2)[CH:4]=[C:5]([C:9]([F:12])([F:10])[F:11])[CH:6]=1.